From a dataset of CYP2D6 inhibition data for predicting drug metabolism from PubChem BioAssay. Regression/Classification. Given a drug SMILES string, predict its absorption, distribution, metabolism, or excretion properties. Task type varies by dataset: regression for continuous measurements (e.g., permeability, clearance, half-life) or binary classification for categorical outcomes (e.g., BBB penetration, CYP inhibition). Dataset: cyp2d6_veith. (1) The drug is COc1ccc(NC(=O)C2CCN(C(=O)c3cccs3)CC2)c(OC)c1. The result is 0 (non-inhibitor). (2) The result is 0 (non-inhibitor). The drug is O=C(Nc1cccc(F)c1)N1CCCC2(CCNCC2)C1.